Task: Predict the product of the given reaction.. Dataset: Forward reaction prediction with 1.9M reactions from USPTO patents (1976-2016) (1) The product is: [C:21]([Si:25]([CH3:27])([CH3:26])[O:19][CH:15]1[CH2:16][CH2:17][CH2:18][CH:11]([OH:20])[CH2:12][CH2:13][CH2:14]1)([CH3:24])([CH3:23])[CH3:22]. Given the reactants C[Si]([N-][Si](C)(C)C)(C)C.[Na+].[CH:11]1([OH:20])[CH2:18][CH2:17][CH2:16][CH:15]([OH:19])[CH2:14][CH2:13][CH2:12]1.[C:21]([Si:25](Cl)([CH3:27])[CH3:26])([CH3:24])([CH3:23])[CH3:22].[NH4+].[Cl-], predict the reaction product. (2) Given the reactants [CH3:1][N:2]1[C@@H:11]2[CH2:12][C:13]3[CH:18]=[CH:17][C:16]([O:19]C)=[C:15]([OH:21])[C:14]=3[C:9]3=[C:10]2[C:5](=[CH:6][CH:7]=[CH:8]3)[CH2:4][CH2:3]1.Br, predict the reaction product. The product is: [CH3:1][N:2]1[C@@H:11]2[CH2:12][C:13]3[CH:18]=[CH:17][C:16]([OH:19])=[C:15]([OH:21])[C:14]=3[C:9]3[C:10]2=[C:5]([CH:6]=[CH:7][CH:8]=3)[CH2:4][CH2:3]1. (3) Given the reactants C(Cl)(=O)C(Cl)=O.CS(C)=O.[C:11]1([CH2:21][CH2:22][O:23][CH2:24][CH2:25][S:26][CH2:27][CH2:28][CH2:29][OH:30])[C:20]2[C:15](=[CH:16][CH:17]=[CH:18][CH:19]=2)[CH:14]=[CH:13][CH:12]=1.C(N(CC)CC)C, predict the reaction product. The product is: [C:11]1([CH2:21][CH2:22][O:23][CH2:24][CH2:25][S:26][CH2:27][CH2:28][CH:29]=[O:30])[C:20]2[C:15](=[CH:16][CH:17]=[CH:18][CH:19]=2)[CH:14]=[CH:13][CH:12]=1. (4) Given the reactants CC(C)([O-])C.[K+].[CH3:7][N:8]1[CH:12]=[C:11]([NH2:13])[CH:10]=[N:9]1.F[C:15]1[CH:20]=[C:19]([F:21])[CH:18]=[CH:17][C:16]=1[N+:22]([O-:24])=[O:23].[Cl-].[NH4+], predict the reaction product. The product is: [F:21][C:19]1[CH:18]=[CH:17][C:16]([N+:22]([O-:24])=[O:23])=[C:15]([NH:13][C:11]2[CH:10]=[N:9][N:8]([CH3:7])[CH:12]=2)[CH:20]=1.